From a dataset of Reaction yield outcomes from USPTO patents with 853,638 reactions. Predict the reaction yield, written as a fraction of the theoretical maximum amount of product (1.0 means a 100% yield; for example, 0.34 means a 34% yield). (1) The reactants are [OH:1][C:2]1[CH:9]=[CH:8][C:5]([CH:6]=[O:7])=[C:4]([N+:10]([O-:12])=[O:11])[C:3]=1[O:13][CH3:14].C(=O)([O-])[O-].[K+].[K+].[CH2:21](Br)[C:22]1[CH:27]=[CH:26][CH:25]=[CH:24][CH:23]=1. The catalyst is CN(C=O)C. The yield is 0.970. The product is [CH2:21]([O:1][C:2]1[CH:9]=[CH:8][C:5]([CH:6]=[O:7])=[C:4]([N+:10]([O-:12])=[O:11])[C:3]=1[O:13][CH3:14])[C:22]1[CH:27]=[CH:26][CH:25]=[CH:24][CH:23]=1. (2) The reactants are CN(C(ON1N=NC2C=CC=NC1=2)=[N+](C)C)C.F[P-](F)(F)(F)(F)F.[F:25][C:26]1[CH:27]=[C:28]([NH:36][C:37]([C@H:39]2[C:48]3[C:43](=[CH:44][C:45]([O:49][CH3:50])=[CH:46][CH:47]=3)[CH2:42][CH2:41][NH:40]2)=[O:38])[CH:29]=[CH:30][C:31]=1[Si:32]([CH3:35])([CH3:34])[CH3:33].CCN(C(C)C)C(C)C.[C:60]([O:64][C:65](=[O:74])[CH2:66][C@@H:67]1[CH2:70][C@H:69]([C:71](O)=[O:72])[CH2:68]1)([CH3:63])([CH3:62])[CH3:61]. The catalyst is CN(C=O)C.O. The product is [F:25][C:26]1[CH:27]=[C:28]([NH:36][C:37]([C@H:39]2[C:48]3[C:43](=[CH:44][C:45]([O:49][CH3:50])=[CH:46][CH:47]=3)[CH2:42][CH2:41][N:40]2[C:71]([C@@H:69]2[CH2:68][C@H:67]([CH2:66][C:65]([O:64][C:60]([CH3:63])([CH3:62])[CH3:61])=[O:74])[CH2:70]2)=[O:72])=[O:38])[CH:29]=[CH:30][C:31]=1[Si:32]([CH3:33])([CH3:35])[CH3:34]. The yield is 0.880. (3) The reactants are [C:1]([O:5][C:6]([N:8]1[CH2:20][C@@H:19]([CH3:21])[N:18]2[C@H:10]([CH2:11][C:12]3[C:17]2=[N:16][C:15]([CH2:22]O)=[CH:14][CH:13]=3)[CH2:9]1)=[O:7])([CH3:4])([CH3:3])[CH3:2].COCCOC.[CH2:30]([Al](CC(C)C)CC(C)C)[CH:31](C)[CH3:32].[OH-].[Na+]. No catalyst specified. The product is [C:1]([O:5][C:6]([N:8]1[CH2:20][C@@H:19]([CH3:21])[N:18]2[C@H:10]([CH2:11][C:12]3[C:17]2=[N:16][C:15]([CH2:22][CH:31]([CH3:32])[CH3:30])=[CH:14][CH:13]=3)[CH2:9]1)=[O:7])([CH3:4])([CH3:3])[CH3:2]. The yield is 0.762. (4) The reactants are [CH3:1][O:2][C:3]1[N:8]=[CH:7][C:6]([OH:9])=[CH:5][CH:4]=1.C([Mg]Cl)(C)C.[F:15][C:16]1[CH:17]=[C:18]2[C:22](=[CH:23][CH:24]=1)[N:21]([CH2:25][C:26]1[O:27][C:28]([C:31]([F:34])([F:33])[F:32])=[CH:29][CH:30]=1)[C:20](=[O:35])[C:19]2=O.[O:37]1CCC[CH2:38]1. No catalyst specified. The product is [F:15][C:16]1[CH:17]=[C:18]2[C:22](=[CH:23][CH:24]=1)[N:21]([CH2:25][C:26]1[O:27][C:28]([C:31]([F:32])([F:34])[F:33])=[CH:29][CH:30]=1)[C:20](=[O:35])[C:19]2([C:7]1[C:6]([OH:9])=[CH:5][CH:4]=[C:3]([O:2][CH3:1])[N:8]=1)[CH2:38][OH:37]. The yield is 0.840. (5) The reactants are [OH:1][CH2:2][C@H:3]1[O:8][C@H:7]([C:9]#[C:10][C:11]2[CH:16]=[CH:15][C:14]([C:17]#[C:18][C@H:19]3[O:24][C@H:23]([CH2:25][OH:26])[C@@H:22]([O:27][Si](C(C)C)(C(C)C)C(C)C)[C@H:21]([O:38][Si](C(C)C)(C(C)C)C(C)C)[C@@H:20]3[O:49][Si](C(C)C)(C(C)C)C(C)C)=[CH:13][C:12]=2[CH:60]([CH3:62])[CH3:61])[C@@H:6]([O:63][Si](C(C)C)(C(C)C)C(C)C)[C@@H:5]([O:74][Si](C(C)C)(C(C)C)C(C)C)[C@@H:4]1[O:85][Si](C(C)C)(C(C)C)C(C)C.C(O)(C(F)(F)F)=O.O. The catalyst is C1COCC1. The product is [OH:26][CH2:25][C@@H:23]1[C@@H:22]([OH:27])[C@H:21]([OH:38])[C@H:20]([OH:49])[C@@H:19]([C:18]#[C:17][C:14]2[CH:15]=[CH:16][C:11]([C:10]#[C:9][C@@H:7]3[C@@H:6]([OH:63])[C@@H:5]([OH:74])[C@H:4]([OH:85])[C@@H:3]([CH2:2][OH:1])[O:8]3)=[C:12]([CH:60]([CH3:62])[CH3:61])[CH:13]=2)[O:24]1. The yield is 0.400. (6) The yield is 0.870. The catalyst is C(O)C. The product is [Cl:12][C:11]1[C:2]2[N:3]([CH:21]=[CH:22][N:1]=2)[C:4]([C:13]2[CH:18]=[CH:17][CH:16]=[C:15]([F:19])[CH:14]=2)=[C:5]([C:6]([O:8][CH3:9])=[O:7])[CH:10]=1. The reactants are [NH2:1][C:2]1[C:11]([Cl:12])=[CH:10][C:5]([C:6]([O:8][CH3:9])=[O:7])=[C:4]([C:13]2[CH:18]=[CH:17][CH:16]=[C:15]([F:19])[CH:14]=2)[N:3]=1.Cl[CH2:21][CH:22]=O.O. (7) The reactants are [F:1][C:2]([F:20])([F:19])[C:3]1[CH:4]=[C:5]([C:9]2[CH:17]=[CH:16][CH:15]=[C:14]3[C:10]=2[CH2:11][C:12](=[O:18])[NH:13]3)[CH:6]=[CH:7][CH:8]=1.[CH3:21][C:22]1[C:26]([C:27]([N:29]2[CH2:34][CH2:33][N:32]([CH3:35])[CH2:31][CH2:30]2)=[O:28])=[CH:25][NH:24][C:23]=1[CH:36]=O. The catalyst is C(O)C.N1CCCCC1. The product is [CH3:21][C:22]1[C:26]([C:27]([N:29]2[CH2:30][CH2:31][N:32]([CH3:35])[CH2:33][CH2:34]2)=[O:28])=[CH:25][NH:24][C:23]=1[CH:36]=[C:11]1[C:10]2[C:14](=[CH:15][CH:16]=[CH:17][C:9]=2[C:5]2[CH:6]=[CH:7][CH:8]=[C:3]([C:2]([F:1])([F:19])[F:20])[CH:4]=2)[NH:13][C:12]1=[O:18]. The yield is 0.380. (8) The reactants are [Cl:1][C:2]1[S:6][C:5]([NH:7][CH2:8][C:9]2[CH:14]=[CH:13][C:12]([O:15][CH3:16])=[CH:11][C:10]=2[O:17][CH3:18])=[N:4][CH:3]=1.C[Si](C)(C)N[Si](C)(C)C.[Li].[C:29]([C:31]1[CH:32]=[C:33]([S:38](Cl)(=[O:40])=[O:39])[CH:34]=[CH:35][C:36]=1[F:37])#[N:30].[Cl-].[NH4+]. The catalyst is O1CCCC1.O. The product is [Cl:1][C:2]1[S:6][C:5]([N:7]([CH2:8][C:9]2[CH:14]=[CH:13][C:12]([O:15][CH3:16])=[CH:11][C:10]=2[O:17][CH3:18])[S:38]([C:33]2[CH:34]=[CH:35][C:36]([F:37])=[C:31]([C:29]#[N:30])[CH:32]=2)(=[O:39])=[O:40])=[N:4][CH:3]=1. The yield is 0.570. (9) The reactants are [Cl:1][C:2]1[CH:7]=[CH:6][C:5]([NH:8][C:9]2[CH:14]=[CH:13][CH:12]=[CH:11][C:10]=2[C:15](O)([CH3:17])[CH3:16])=[CH:4][CH:3]=1.CS(O)(=O)=O. The catalyst is C1(C)C=CC=CC=1. The product is [Cl:1][C:2]1[CH:7]=[CH:6][C:5]2[NH:8][C:9]3[C:10](=[CH:11][CH:12]=[CH:13][CH:14]=3)[C:15]([CH3:17])([CH3:16])[C:4]=2[CH:3]=1. The yield is 0.890.